Dataset: Reaction yield outcomes from USPTO patents with 853,638 reactions. Task: Predict the reaction yield, written as a fraction of the theoretical maximum amount of product (1.0 means a 100% yield; for example, 0.34 means a 34% yield). (1) The reactants are C(=O)=O.Cl[CH2:5][CH:6]=[CH:7][CH2:8][CH2:9][CH2:10][CH2:11][CH2:12][CH2:13][CH2:14][CH2:15][CH2:16][CH2:17][CH2:18][CH2:19][CH2:20][CH2:21][CH2:22][CH2:23][CH2:24][CH2:25][SiH3:26].[CH3:27][NH:28][CH3:29]. The catalyst is CCCCCC. The product is [CH3:27][N:28]([CH2:5][CH:6]=[CH:7][CH2:8][CH2:9][CH2:10][CH2:11][CH2:12][CH2:13][CH2:14][CH2:15][CH2:16][CH2:17][CH2:18][CH2:19][CH2:20][CH2:21][CH2:22][CH2:23][CH2:24][CH2:25][SiH3:26])[CH3:29]. The yield is 0.948. (2) The yield is 0.550. The catalyst is CC(O)=O. The product is [CH3:1][O:2][C:3]1[CH:4]=[C:5]2[C:10](=[CH:11][CH:12]=1)[N+:9]([O-:13])=[CH:8][CH:7]=[CH:6]2. The reactants are [CH3:1][O:2][C:3]1[CH:4]=[C:5]2[C:10](=[CH:11][CH:12]=1)[N:9]=[CH:8][CH:7]=[CH:6]2.[OH:13]O.[OH-].[Na+]. (3) The reactants are Br[C:2]1[CH:10]=[CH:9][C:5]([C:6]([OH:8])=[O:7])=[CH:4][CH:3]=1.C([Li])CCC.[C:16]1(=[O:21])[CH2:20][CH2:19][CH2:18][CH2:17]1. The catalyst is O1CCCC1. The product is [OH:21][C:16]1([C:2]2[CH:10]=[CH:9][C:5]([C:6]([OH:8])=[O:7])=[CH:4][CH:3]=2)[CH2:20][CH2:19][CH2:18][CH2:17]1. The yield is 0.300. (4) The reactants are [CH2:1]([C:3]1[C:8](=[O:9])[NH:7][C:6]([CH3:10])=[C:5]([C:11]2[S:15][C:14]([S:16](Cl)(=[O:18])=[O:17])=[CH:13][CH:12]=2)[CH:4]=1)[CH3:2].[NH2:20][CH2:21][CH2:22][OH:23]. No catalyst specified. The product is [OH:23][CH2:22][CH2:21][NH:20][S:16]([C:14]1[S:15][C:11]([C:5]2[CH:4]=[C:3]([CH2:1][CH3:2])[C:8](=[O:9])[NH:7][C:6]=2[CH3:10])=[CH:12][CH:13]=1)(=[O:18])=[O:17]. The yield is 0.380. (5) The reactants are [N:1]1[CH:6]=[CH:5][CH:4]=[CH:3][CH:2]=1.[F:7][C:8]([F:21])([F:20])[S:9]([O:12]S(C(F)(F)F)(=O)=O)(=[O:11])=[O:10]. The catalyst is C(Cl)Cl. The product is [O:12]([C:2]1[CH:3]=[CH:4][CH:5]=[CH:6][N:1]=1)[S:9]([C:8]([F:21])([F:20])[F:7])(=[O:11])=[O:10]. The yield is 0.430. (6) The reactants are [CH2:1]([N:8]1[CH2:13][CH2:12][CH:11]([C:14]([NH:16][C:17]2[CH:22]=[CH:21][C:20]([CH2:23][NH:24][C:25]3[C:34]4[C:29](=[CH:30][C:31](I)=[CH:32][CH:33]=4)[N:28]=[C:27]([N:36]([CH3:38])[CH3:37])[N:26]=3)=[CH:19][CH:18]=2)=[O:15])[CH2:10][CH2:9]1)[C:2]1[CH:7]=[CH:6][CH:5]=[CH:4][CH:3]=1.[CH2:39]([Sn](CCCC)(CCCC)C=C)[CH2:40]CC.O. The product is [CH2:1]([N:8]1[CH2:13][CH2:12][CH:11]([C:14]([NH:16][C:17]2[CH:22]=[CH:21][C:20]([CH2:23][NH:24][C:25]3[C:34]4[C:29](=[CH:30][C:31]([CH:39]=[CH2:40])=[CH:32][CH:33]=4)[N:28]=[C:27]([N:36]([CH3:38])[CH3:37])[N:26]=3)=[CH:19][CH:18]=2)=[O:15])[CH2:10][CH2:9]1)[C:2]1[CH:7]=[CH:6][CH:5]=[CH:4][CH:3]=1. The yield is 0.780. The catalyst is CN(C=O)C.Cl[Pd](Cl)([P](C1C=CC=CC=1)(C1C=CC=CC=1)C1C=CC=CC=1)[P](C1C=CC=CC=1)(C1C=CC=CC=1)C1C=CC=CC=1. (7) The reactants are [SH:1][CH:2]([CH2:6][C:7]([OH:9])=[O:8])[C:3]([OH:5])=[O:4].C(OC([NH:17][C:18](=[NH:48])[C:19]1[S:23][C:22]([S:24][CH3:25])=[C:21]([S:26]([C:29]2[CH:30]=[C:31]([C:35]3[C:40]([CH3:41])=[CH:39][CH:38]=[CH:37][C:36]=3[CH2:42]OS(C)(=O)=O)[CH:32]=[CH:33][CH:34]=2)(=[O:28])=[O:27])[CH:20]=1)=O)(C)(C)C.C(N(CC)CC)C.C(Cl)(Cl)Cl.[F:60][C:61]([F:66])([F:65])[C:62]([OH:64])=[O:63]. The catalyst is ClCCl. The product is [F:60][C:61]([F:66])([F:65])[C:62]([OH:64])=[O:63].[C:18]([C:19]1[S:23][C:22]([S:24][CH3:25])=[C:21]([S:26]([C:29]2[CH:30]=[C:31]([C:35]3[C:40]([CH3:41])=[CH:39][CH:38]=[CH:37][C:36]=3[CH2:42][S:1][CH:2]([CH2:6][C:7]([OH:9])=[O:8])[C:3]([OH:5])=[O:4])[CH:32]=[CH:33][CH:34]=2)(=[O:27])=[O:28])[CH:20]=1)(=[NH:17])[NH2:48]. The yield is 0.420. (8) The reactants are [Si]([O:8][C@@H:9]1[CH2:13][C:12]([C:14]2[CH:19]=[CH:18][CH:17]=[C:16]([F:20])[CH:15]=2)=[N:11][CH2:10]1)(C(C)(C)C)(C)C.CC(O)=O.[BH4-].[Na+]. The catalyst is CO. The product is [F:20][C:16]1[CH:15]=[C:14]([C@@H:12]2[NH:11][CH2:10][C@H:9]([OH:8])[CH2:13]2)[CH:19]=[CH:18][CH:17]=1. The yield is 0.950. (9) The reactants are O[CH2:2][C:3]1[CH:12]=[N:11][C:10]2[N:9]3[CH2:13][CH2:14][CH2:15][CH2:16][C@H:8]3[C:7](=[O:17])[NH:6][C:5]=2[CH:4]=1.Cl.[CH3:19][O:20][C:21]1[CH:22]=[C:23]([CH:26]=[CH:27][C:28]=1[N:29]1[CH2:34][CH2:33][NH:32][CH2:31][CH2:30]1)[C:24]#[N:25].[I-].C(C[P+](C)(C)C)#N.C(N(CC)C(C)C)(C)C. The catalyst is C(#N)CC.CC#N. The product is [CH3:19][O:20][C:21]1[CH:22]=[C:23]([CH:26]=[CH:27][C:28]=1[N:29]1[CH2:30][CH2:31][N:32]([CH2:2][C:3]2[CH:12]=[N:11][C:10]3[N:9]4[CH2:13][CH2:14][CH2:15][CH2:16][C@H:8]4[C:7](=[O:17])[NH:6][C:5]=3[CH:4]=2)[CH2:33][CH2:34]1)[C:24]#[N:25]. The yield is 0.449. (10) The catalyst is CO.C1COCC1.O. The reactants are [C:1]([C:3]1[CH:28]=[CH:27][C:6]([CH2:7][N:8]2[CH2:13][CH2:12][CH:11]([NH:14][C:15]([C:17]3[CH:26]=[CH:25][C:20]([C:21]([O:23]C)=[O:22])=[CH:19][CH:18]=3)=[O:16])[CH2:10][CH2:9]2)=[CH:5][CH:4]=1)#[N:2].[OH-].[Li+].Cl. The yield is 0.830. The product is [C:1]([C:3]1[CH:4]=[CH:5][C:6]([CH2:7][N:8]2[CH2:9][CH2:10][CH:11]([NH:14][C:15]([C:17]3[CH:18]=[CH:19][C:20]([C:21]([OH:23])=[O:22])=[CH:25][CH:26]=3)=[O:16])[CH2:12][CH2:13]2)=[CH:27][CH:28]=1)#[N:2].